From a dataset of Peptide-MHC class II binding affinity with 134,281 pairs from IEDB. Regression. Given a peptide amino acid sequence and an MHC pseudo amino acid sequence, predict their binding affinity value. This is MHC class II binding data. (1) The peptide sequence is TDRATLNPWASQKH. The MHC is DRB1_0401 with pseudo-sequence DRB1_0401. The binding affinity (normalized) is 0.476. (2) The MHC is HLA-DPA10301-DPB10402 with pseudo-sequence HLA-DPA10301-DPB10402. The binding affinity (normalized) is 0.356. The peptide sequence is VADAYITLVTLPKSS.